Dataset: Reaction yield outcomes from USPTO patents with 853,638 reactions. Task: Predict the reaction yield, written as a fraction of the theoretical maximum amount of product (1.0 means a 100% yield; for example, 0.34 means a 34% yield). (1) The reactants are [F:1][C:2]1[CH:3]=[C:4]([C:12]2[CH:13]=[C:14]3[C:19](=[C:20]([N+:22]([O-])=O)[CH:21]=2)[NH:18][C:17](=[O:25])[CH2:16][CH2:15]3)[CH:5]=[CH:6][C:7]=1[C:8]([F:11])([F:10])[F:9]. The catalyst is C(O)(=O)C.[Zn]. The product is [NH2:22][C:20]1[CH:21]=[C:12]([C:4]2[CH:5]=[CH:6][C:7]([C:8]([F:11])([F:9])[F:10])=[C:2]([F:1])[CH:3]=2)[CH:13]=[C:14]2[C:19]=1[NH:18][C:17](=[O:25])[CH2:16][CH2:15]2. The yield is 0.950. (2) The reactants are Cl.[N:2]1[CH:7]=[CH:6][CH:5]=[CH:4][C:3]=1[C:8](Cl)=[O:9].CCN(CC)CC.[CH3:18][O:19][C:20]1[CH:21]=[C:22]([CH:24]=[CH:25][C:26]=1[O:27][C:28]1[N:33]=[CH:32][CH:31]=[CH:30][N:29]=1)[NH2:23]. The catalyst is C(Cl)Cl. The product is [CH3:18][O:19][C:20]1[CH:21]=[C:22]([NH:23][C:8](=[O:9])[C:3]2[CH:4]=[CH:5][CH:6]=[CH:7][N:2]=2)[CH:24]=[CH:25][C:26]=1[O:27][C:28]1[N:29]=[CH:30][CH:31]=[CH:32][N:33]=1. The yield is 0.190. (3) The reactants are C(OC([N:8]([C:26]1[CH:31]=[CH:30][N:29]=[C:28]([C:32]2[CH:37]=[CH:36][CH:35]=[C:34]([O:38][CH2:39][C:40]([NH:42][CH:43]([CH3:45])[CH3:44])=[O:41])[CH:33]=2)[N:27]=1)[C:9]1[CH:10]=[C:11]2[C:15](=[CH:16][C:17]=1[CH3:18])[N:14](C(OC(C)(C)C)=O)[N:13]=[CH:12]2)=O)(C)(C)C.[C:46]([OH:52])([C:48]([F:51])([F:50])[F:49])=[O:47]. The catalyst is C(Cl)Cl. The product is [OH:52][C:46]([C:48]([F:51])([F:50])[F:49])=[O:47].[CH:43]([NH:42][C:40](=[O:41])[CH2:39][O:38][C:34]1[CH:35]=[CH:36][CH:37]=[C:32]([C:28]2[N:27]=[C:26]([NH:8][C:9]3[CH:10]=[C:11]4[C:15](=[CH:16][C:17]=3[CH3:18])[NH:14][N:13]=[CH:12]4)[CH:31]=[CH:30][N:29]=2)[CH:33]=1)([CH3:45])[CH3:44]. The yield is 0.960. (4) The reactants are Br[C:2]1[C:7]([F:8])=[CH:6][C:5]([N:9]2[C:18]3[C:13](=[CH:14][C:15]([S:19]([NH:22][C:23]4[CH:27]=[CH:26][O:25][N:24]=4)(=[O:21])=[O:20])=[CH:16][CH:17]=3)[CH:12]=[CH:11][C:10]2=[O:28])=[C:4]([O:29][CH2:30][C:31]#[N:32])[CH:3]=1.[Cl:33][C:34]1[CH:39]=[CH:38][C:37](B(O)O)=[CH:36][C:35]=1[CH3:43].C(=O)([O-])[O-].[K+].[K+].C(Cl)Cl. The catalyst is CN(C=O)C.O.CS(C)=O. The product is [Cl:33][C:34]1[CH:39]=[CH:38][C:37]([C:2]2[CH:3]=[C:4]([O:29][CH2:30][C:31]#[N:32])[C:5]([N:9]3[C:18]4[C:13](=[CH:14][C:15]([S:19]([NH:22][C:23]5[CH:27]=[CH:26][O:25][N:24]=5)(=[O:21])=[O:20])=[CH:16][CH:17]=4)[CH:12]=[CH:11][C:10]3=[O:28])=[CH:6][C:7]=2[F:8])=[CH:36][C:35]=1[CH3:43]. The yield is 0.260. (5) The reactants are [CH3:1][O:2][C:3]1[CH:4]=[C:5]2[C:10](=[CH:11][C:12]=1[O:13][CH3:14])[N:9]=[CH:8][CH:7]=[C:6]2[O:15][C:16]1[CH:22]=[CH:21][C:19]([NH2:20])=[CH:18][CH:17]=1.Cl[C:24](Cl)([O:26]C(=O)OC(Cl)(Cl)Cl)Cl.[CH2:35]([N:37]([CH2:45][CH3:46])[CH2:38][CH2:39][CH:40]([OH:44])[CH2:41][CH2:42][CH3:43])[CH3:36].C(=O)(O)[O-].[Na+]. The catalyst is C(Cl)Cl.C(N(CC)CC)C.C1(C)C=CC=CC=1. The product is [CH3:1][O:2][C:3]1[CH:4]=[C:5]2[C:10](=[CH:11][C:12]=1[O:13][CH3:14])[N:9]=[CH:8][CH:7]=[C:6]2[O:15][C:16]1[CH:22]=[CH:21][C:19]([NH:20][C:24](=[O:26])[O:44][CH:40]([CH2:39][CH2:38][N:37]([CH2:35][CH3:36])[CH2:45][CH3:46])[CH2:41][CH2:42][CH3:43])=[CH:18][CH:17]=1. The yield is 0.100. (6) The reactants are [OH:1][CH:2]1[CH:7]([OH:8])[CH:6]([OH:9])[CH2:5][C:4](=O)[CH2:3]1.C(N(C(C)C)CC)(C)C.C(OC(=O)C)(=O)C. The catalyst is C(Cl)Cl.CN(C)C1C=CN=CC=1. The product is [OH:9][C:6]1[CH2:5][CH2:4][CH2:3][C:2](=[O:1])[C:7]=1[OH:8]. The yield is 1.00. (7) The reactants are [C:1]([Cl:4])(=O)C.Cl.[Cl:6][C:7]1[C:15]([NH:16][NH2:17])=[CH:14][CH:13]=[CH:12][C:8]=1[C:9]([OH:11])=[O:10]. The catalyst is CO. The product is [ClH:4].[Cl:6][C:7]1[C:15]([NH:16][NH2:17])=[CH:14][CH:13]=[CH:12][C:8]=1[C:9]([O:11][CH3:1])=[O:10]. The yield is 1.00.